Dataset: Reaction yield outcomes from USPTO patents with 853,638 reactions. Task: Predict the reaction yield, written as a fraction of the theoretical maximum amount of product (1.0 means a 100% yield; for example, 0.34 means a 34% yield). The reactants are Cl.[CH3:2][N:3]1[CH2:8][CH2:7][CH2:6][CH:5]([CH2:9][O:10][C:11]2[CH:16]=[CH:15][C:14]([NH2:17])=[CH:13][CH:12]=2)[CH2:4]1.[F:18][C:19]1[CH:20]=[C:21]2[C:25](=[CH:26][CH:27]=1)[NH:24][C:23](=[O:28])[C:22]2=[CH:29]O.CCN(CC)CC. The product is [F:18][C:19]1[CH:20]=[C:21]2[C:25](=[CH:26][CH:27]=1)[NH:24][C:23](=[O:28])[C:22]2=[CH:29][NH:17][C:14]1[CH:13]=[CH:12][C:11]([O:10][CH2:9][CH:5]2[CH2:6][CH2:7][CH2:8][N:3]([CH3:2])[CH2:4]2)=[CH:16][CH:15]=1. The yield is 0.770. No catalyst specified.